This data is from Experimentally validated miRNA-target interactions with 360,000+ pairs, plus equal number of negative samples. The task is: Binary Classification. Given a miRNA mature sequence and a target amino acid sequence, predict their likelihood of interaction. (1) The miRNA is ath-miR398b-3p with sequence UGUGUUCUCAGGUCACCCCUG. The protein sequence of the target gene is MAATGTAAAAATGKLLVLLLLGLTAPAAALAGYIEALAANAGTGFAVAEPQIAMFCGKLNMHVNIQTGKWEPDPTGTKSCLGTKEEVLQYCQEIYPELQITNVMEANQPVNIDSWCRRDKRQCKSHIVIPFKCLVGEFVSDVLLVPDNCQFFHQERMEVCEKHQRWHTLVKEACLTEGLTLYSYGMLLPCGVDQFHGTEYVCCPQTKTVDSDSTMSKEEEEEEEDEEDEEEDYDLDKSEFPTEADLEDFTEAAADEEEEDEEEGEEVVEDRDYYYDPFKGDDYNEENPTEPSSEGTISDK.... Result: 0 (no interaction). (2) The miRNA is hsa-miR-133a-5p with sequence AGCUGGUAAAAUGGAACCAAAU. The protein sequence of the target gene is MRTALLLLAALAVATGPALTLRCHVCTSSSNCKHSVVCPASSRFCKTTNTVEPLRGNLVKKDCAESCTPSYTLQGQVSSGTSSTQCCQEDLCNEKLHNAAPTRTALAHSALSLGLALSLLAVILAPSL. Result: 0 (no interaction). (3) The miRNA is hsa-miR-4659b-5p with sequence UUGCCAUGUCUAAGAAGAA. The protein sequence of the target gene is MSDEKNLGVSQKLVSPSRSTSSCSSKQGSRQDSWEVVEGLRGEMTYTQEPPVQKGFLLKKRKWPLKGWHKRFFCLEKGILKYAKSQADIEREKLHGCIDVGLSVMSVKKSSKCIDLDTEEHIYHLKVKSEELFDEWVSKLRHHRMYRQNEIAMFPRDVNHFFSGSSVTDSAPGVFESVSSRKRSSLSKQNSFPPGSNLSFSCGGDTRVPFWLQSSEDMEKCSKDMAHCHAYLLEMSQLLESMDVLHRTYSAPAINAIQVPKPFSGPVRLHSSNPNLSTLDFGEEKSYSDGSEASSEFSKM.... Result: 0 (no interaction). (4) The miRNA is hsa-miR-4472 with sequence GGUGGGGGGUGUUGUUUU. The protein sequence of the target gene is MASTISAYKEKMKELSVLSLICSCFYTQPHPNTVYQYGDMEVKQLDKRASGQSFEVILKSPSDLSPESPMLSSPPKKKDTSLEELQKRLEAAEERRKTQEAQVLKQLAERREHEREVLHKALEENNNFSRQAEEKLNYKMELSKEIREAHLAALRERLREKELHAAEVRRNKEQREEMSG. Result: 1 (interaction).